Predict the reactants needed to synthesize the given product. From a dataset of Full USPTO retrosynthesis dataset with 1.9M reactions from patents (1976-2016). (1) Given the product [CH2:1]([C@H:3]1[CH2:8][CH2:7][C@H:6]([NH:9][C:10]([C@@H:12]2[CH2:14][C@H:13]2[CH2:15][N:36]2[CH2:37][CH2:38][N:33]([C:24]3[C:23]([Cl:22])=[CH:28][C:27]([C:29]([F:32])([F:31])[F:30])=[CH:26][N:25]=3)[CH2:34][CH2:35]2)=[O:11])[CH2:5][CH2:4]1)[CH3:2], predict the reactants needed to synthesize it. The reactants are: [CH2:1]([C@H:3]1[CH2:8][CH2:7][C@H:6]([NH:9][C:10]([C@@H:12]2[CH2:14][C@H:13]2[CH2:15]OS(C)(=O)=O)=[O:11])[CH2:5][CH2:4]1)[CH3:2].Cl.[Cl:22][C:23]1[C:24]([N:33]2[CH2:38][CH2:37][NH:36][CH2:35][CH2:34]2)=[N:25][CH:26]=[C:27]([C:29]([F:32])([F:31])[F:30])[CH:28]=1.Cl.ClC1C=C(N2CCNCC2)C=CC=1. (2) Given the product [CH3:52][O:53][C:54](=[O:61])[CH2:55][CH2:56][CH2:57][CH2:58][CH2:59][NH:60][C:16](=[O:17])[C:15]1[CH:19]=[CH:20][CH:21]=[C:13]([CH:12]=[C:5]2[C:4]3[C:8](=[CH:9][CH:10]=[C:2]([F:1])[CH:3]=3)[NH:7][C:6]2=[O:11])[CH:14]=1, predict the reactants needed to synthesize it. The reactants are: [F:1][C:2]1[CH:3]=[C:4]2[C:8](=[CH:9][CH:10]=1)[NH:7][C:6](=[O:11])[C:5]2=[CH:12][C:13]1[CH:14]=[C:15]([CH:19]=[CH:20][CH:21]=1)[C:16](O)=[O:17].Cl.C(N=C=NCCCN(C)C)C.OC1C2N=NNC=2C=CC=1.C(N(CC)CC)C.Cl.[CH3:52][O:53][C:54](=[O:61])[CH2:55][CH2:56][CH2:57][CH2:58][CH2:59][NH2:60]. (3) Given the product [CH3:11][O:12][C:13](=[O:30])[C:14]1[C:15](=[C:20]([NH:24][CH2:1][C:3]2[O:7][C:6]([C:8]([OH:10])=[O:9])=[CH:5][CH:4]=2)[CH:21]=[CH:22][CH:23]=1)[C:16]([O:18][CH3:19])=[O:17], predict the reactants needed to synthesize it. The reactants are: [CH:1]([C:3]1[O:7][C:6]([C:8]([OH:10])=[O:9])=[CH:5][CH:4]=1)=O.[CH3:11][O:12][C:13](=[O:30])[C:14]1[C:15](=[C:20]([NH:24]CCCCC)[CH:21]=[CH:22][CH:23]=1)[C:16]([O:18][CH3:19])=[O:17].C([O-])(O)=O.[Na+]. (4) Given the product [OH:5][CH2:4][C:3]([CH3:7])([CH3:6])[CH2:2][NH:1][C:8](=[O:9])[O:10][C:11]([CH3:14])([CH3:13])[CH3:12], predict the reactants needed to synthesize it. The reactants are: [NH2:1][CH2:2][C:3]([CH3:7])([CH3:6])[CH2:4][OH:5].[C:8](O[C:8]([O:10][C:11]([CH3:14])([CH3:13])[CH3:12])=[O:9])([O:10][C:11]([CH3:14])([CH3:13])[CH3:12])=[O:9].[NH4+].[Cl-]. (5) The reactants are: Cl[CH2:2][C:3]1[CH:8]=[CH:7][CH:6]=[CH:5][N:4]=1.[Cl:9][C:10]1[CH:15]=[C:14]([NH:16][C:17]2[C:26]3[C:21](=[CH:22][CH:23]=[CH:24][C:25]=3[O:27][C@H:28]([C@H:30]3[CH2:34][CH2:33][CH2:32][N:31]3[C:35](=[O:38])[CH2:36][OH:37])[CH3:29])[N:20]=[CH:19][N:18]=2)[CH:13]=[CH:12][C:11]=1[OH:39]. Given the product [Cl:9][C:10]1[CH:15]=[C:14]([NH:16][C:17]2[C:26]3[C:21](=[CH:22][CH:23]=[CH:24][C:25]=3[O:27][C@H:28]([C@H:30]3[CH2:34][CH2:33][CH2:32][N:31]3[C:35](=[O:38])[CH2:36][OH:37])[CH3:29])[N:20]=[CH:19][N:18]=2)[CH:13]=[CH:12][C:11]=1[O:39][CH2:2][C:3]1[CH:8]=[CH:7][CH:6]=[CH:5][N:4]=1, predict the reactants needed to synthesize it. (6) Given the product [C:23]([O:22][C:20]([N:17]1[CH2:16][CH2:15][CH:14]([NH:13][C:5]([N:41]([C:38]2[CH:39]=[CH:40][C:35]([F:34])=[CH:36][CH:37]=2)[C:42]2[CH:43]=[CH:44][C:45]([F:48])=[CH:46][CH:47]=2)=[O:11])[CH2:19][CH2:18]1)=[O:21])([CH3:26])([CH3:25])[CH3:24], predict the reactants needed to synthesize it. The reactants are: ClC(Cl)(O[C:5](=[O:11])OC(Cl)(Cl)Cl)Cl.[NH2:13][CH:14]1[CH2:19][CH2:18][N:17]([C:20]([O:22][C:23]([CH3:26])([CH3:25])[CH3:24])=[O:21])[CH2:16][CH2:15]1.C(N(CC)CC)C.[F:34][C:35]1[CH:40]=[CH:39][C:38]([NH:41][C:42]2[CH:47]=[CH:46][C:45]([F:48])=[CH:44][CH:43]=2)=[CH:37][CH:36]=1.